Dataset: Forward reaction prediction with 1.9M reactions from USPTO patents (1976-2016). Task: Predict the product of the given reaction. (1) Given the reactants [CH2:1]([O:3][C:4]1[CH:5]=[C:6]([C@@H:10]([NH2:12])[CH3:11])[CH:7]=[CH:8][CH:9]=1)[CH3:2].C([O:17][C:18]([C:20]1[CH:25]=[CH:24][CH:23]=[CH:22][C:21]=1[C:26]1[CH:31]=[CH:30][C:29]([CH2:32][N:33]2[C:41]3[C:36](=[CH:37][C:38]([C:42](O)=[O:43])=[CH:39][CH:40]=3)[C:35]([CH3:45])=[C:34]2[CH3:46])=[CH:28][CH:27]=1)=[O:19])(C)(C)C, predict the reaction product. The product is: [CH2:1]([O:3][C:4]1[CH:5]=[C:6]([C@@H:10]([NH:12][C:42]([C:38]2[CH:37]=[C:36]3[C:41](=[CH:40][CH:39]=2)[N:33]([CH2:32][C:29]2[CH:28]=[CH:27][C:26]([C:21]4[C:20]([C:18]([OH:19])=[O:17])=[CH:25][CH:24]=[CH:23][CH:22]=4)=[CH:31][CH:30]=2)[C:34]([CH3:46])=[C:35]3[CH3:45])=[O:43])[CH3:11])[CH:7]=[CH:8][CH:9]=1)[CH3:2]. (2) Given the reactants [CH2:1]([O:3][C:4]([CH2:6][CH:7]1[CH2:12][CH2:11][CH:10]([C:13]2[CH:18]=[CH:17][C:16]([C:19]3[N:23]=[N:22][N:21]([CH3:24])[C:20]=3C(O)=O)=[CH:15][CH:14]=2)[CH2:9][CH2:8]1)=[O:5])[CH3:2].C([N:30]([CH2:33]C)CC)C.C1(P(N=[N+]=[N-])(C2C=CC=CC=2)=[O:42])C=CC=CC=1.[C:52]1([C@H:58]([OH:60])[CH3:59])[CH:57]=[CH:56][CH:55]=[CH:54][CH:53]=1, predict the reaction product. The product is: [CH2:1]([O:3][C:4](=[O:5])[CH2:6][CH:7]1[CH2:8][CH2:9][CH:10]([C:13]2[CH:14]=[CH:15][C:16]([C:19]3[N:23]=[N:22][N:21]([CH3:24])[C:20]=3[NH:30][C:33]([O:60][C@@H:58]([C:52]3[CH:57]=[CH:56][CH:55]=[CH:54][CH:53]=3)[CH3:59])=[O:42])=[CH:17][CH:18]=2)[CH2:11][CH2:12]1)[CH3:2]. (3) Given the reactants CN(C)[CH:3]=[O:4].P(Cl)(Cl)([Cl:8])=O.[CH3:11][C:12]1([CH3:19])[CH2:17][CH2:16][C:15](=O)[CH:14]=[CH:13]1, predict the reaction product. The product is: [Cl:8][C:15]1[CH:14]=[CH:13][C:12]([CH3:19])([CH3:11])[CH2:17][C:16]=1[CH:3]=[O:4].